This data is from Reaction yield outcomes from USPTO patents with 853,638 reactions. The task is: Predict the reaction yield, written as a fraction of the theoretical maximum amount of product (1.0 means a 100% yield; for example, 0.34 means a 34% yield). The reactants are [CH3:1][N:2]1[CH:6]=[C:5]([N+:7]([O-:9])=[O:8])[C:4]([C:10]([O:12]C)=[O:11])=[N:3]1.C1COCC1.[OH-].[Na+].Cl. The catalyst is CO. The product is [CH3:1][N:2]1[CH:6]=[C:5]([N+:7]([O-:9])=[O:8])[C:4]([C:10]([OH:12])=[O:11])=[N:3]1. The yield is 0.790.